This data is from Full USPTO retrosynthesis dataset with 1.9M reactions from patents (1976-2016). The task is: Predict the reactants needed to synthesize the given product. (1) The reactants are: [CH2:1](O)[CH3:2].Cl.[F:5][C:6]1[CH:7]=[CH:8][C:9]([OH:28])=[C:10]([CH2:12][CH2:13][NH:14][CH:15]2[CH2:24][CH2:23][CH2:22][C:21]3[N:20]=[C:19]([C:25]([OH:27])=[O:26])[CH:18]=[CH:17][C:16]2=3)[CH:11]=1.C(=O)(O)[O-].[Na+]. Given the product [F:5][C:6]1[CH:7]=[CH:8][C:9]([OH:28])=[C:10]([CH2:12][CH2:13][NH:14][CH:15]2[CH2:24][CH2:23][CH2:22][C:21]3[N:20]=[C:19]([C:25]([O:27][CH2:1][CH3:2])=[O:26])[CH:18]=[CH:17][C:16]2=3)[CH:11]=1, predict the reactants needed to synthesize it. (2) Given the product [F:44][C:2]1([F:1])[CH2:7][C@H:6]([O:8][C:9]2[CH:14]=[CH:13][C:12]([S:15]([NH:18][C:19]3[CH:24]=[CH:23][N:22]=[CH:21][N:20]=3)(=[O:16])=[O:17])=[C:11]([F:36])[C:10]=2[F:37])[C@@H:5]([C:38]2[N:42]([CH3:43])[N:41]=[CH:40][CH:39]=2)[CH2:4][CH2:3]1, predict the reactants needed to synthesize it. The reactants are: [F:1][C:2]1([F:44])[CH2:7][C@H:6]([O:8][C:9]2[CH:14]=[CH:13][C:12]([S:15]([N:18](CC3C=CC(OC)=CC=3OC)[C:19]3[CH:24]=[CH:23][N:22]=[CH:21][N:20]=3)(=[O:17])=[O:16])=[C:11]([F:36])[C:10]=2[F:37])[C@@H:5]([C:38]2[N:42]([CH3:43])[N:41]=[CH:40][CH:39]=2)[CH2:4][CH2:3]1.C([SiH](CC)CC)C.FC(F)(F)C(O)=O. (3) Given the product [CH3:35][N:36]1[CH2:41][CH2:40][O:39][CH:38]([CH2:65][O:66][C:67]2[CH:63]=[CH:64][C:60]3[O:61][C:50]([C:4]([OH:8])=[O:62])=[CH:49][C:48]=3[CH:47]=2)[CH2:37]1, predict the reactants needed to synthesize it. The reactants are: CN([C:4]([O:8]N1N=NC2C=CC=CC1=2)=[N+](C)C)C.F[P-](F)(F)(F)(F)F.C1C=CC2N(O)N=NC=2C=1.[CH3:35][N:36]1[CH2:41][CH2:40][O:39][CH2:38][CH2:37]1.[CH2:47]([Sn](Cl)(Cl)[CH2:47][CH2:48][CH2:49][CH3:50])[CH2:48][CH2:49][CH3:50].C1([SiH3])C=CC=CC=1.[CH2:60]=[O:61].[OH2:62].[CH2:63]1[CH2:67][O:66][CH2:65][CH2:64]1. (4) Given the product [OH:11][C:10]1[C:17]2[C:13](=[CH:12][CH:20]=[CH:19][CH:18]=2)[C:14](=[O:16])[NH:15][C:9]=1[C:5]1[CH:6]=[CH:7][CH:8]=[C:3]([O:2][CH3:1])[CH:4]=1, predict the reactants needed to synthesize it. The reactants are: [CH3:1][O:2][C:3]1[CH:4]=[C:5]([C:9]2[NH:15][C:14](=[O:16])[C:13]3[CH:17]=[CH:18][CH:19]=[CH:20][C:12]=3[O:11][CH:10]=2)[CH:6]=[CH:7][CH:8]=1.[H-].[Na+].Cl.O. (5) Given the product [I:1][C:2]1[CH:3]=[C:4]([CH:8]2[C:12]3[CH:13]=[N:14][C:15]([O:17][CH3:18])=[CH:16][C:11]=3[C:10]([C:19]([NH2:23])=[O:21])=[N:9]2)[CH:5]=[CH:6][CH:7]=1, predict the reactants needed to synthesize it. The reactants are: [I:1][C:2]1[CH:3]=[C:4]([CH:8]2[C:12]3[CH:13]=[N:14][C:15]([O:17][CH3:18])=[CH:16][C:11]=3[C:10]([C:19]([O:21]C)=O)=[N:9]2)[CH:5]=[CH:6][CH:7]=1.[NH3:23]. (6) The reactants are: Cl.[F:2][C:3]1([F:28])[CH2:5][CH:4]1[CH2:6][O:7][C:8]1[CH:9]=[C:10]2[C:15](=[CH:16][CH:17]=1)[CH2:14][N:13]([CH2:18][C:19]1[CH:24]=[CH:23][C:22]([C@@H:25]([NH2:27])[CH3:26])=[CH:21][CH:20]=1)[CH2:12][CH2:11]2.[C:29](O[C:29](=[O:32])[CH2:30][CH3:31])(=[O:32])[CH2:30][CH3:31]. Given the product [F:28][C:3]1([F:2])[CH2:5][CH:4]1[CH2:6][O:7][C:8]1[CH:9]=[C:10]2[C:15](=[CH:16][CH:17]=1)[CH2:14][N:13]([CH2:18][C:19]1[CH:20]=[CH:21][C:22]([C@@H:25]([NH:27][C:29](=[O:32])[CH2:30][CH3:31])[CH3:26])=[CH:23][CH:24]=1)[CH2:12][CH2:11]2, predict the reactants needed to synthesize it. (7) Given the product [Cl:24][C:22]1[N:23]=[C:14]([O:12][C:5]2[C:6]([CH3:11])=[CH:7][C:8]([CH3:10])=[CH:9][C:4]=2[CH3:3])[C:15]([C:16]([O:18][CH3:19])=[O:17])=[CH:20][CH:21]=1, predict the reactants needed to synthesize it. The reactants are: [H-].[Na+].[CH3:3][C:4]1[CH:9]=[C:8]([CH3:10])[CH:7]=[C:6]([CH3:11])[C:5]=1[OH:12].Cl[C:14]1[N:23]=[C:22]([Cl:24])[CH:21]=[CH:20][C:15]=1[C:16]([O:18][CH3:19])=[O:17].O. (8) Given the product [OH:39][C:20]1[CH:19]=[C:18]2[C:23]([CH2:24][C@@H:25]([C:26](=[O:38])[NH:27][C@H:28]3[C:37]4[C:32](=[CH:33][CH:34]=[CH:35][CH:36]=4)[CH2:31][CH2:30][CH2:29]3)[N:16]([C:14](=[O:15])[C@@H:13]([NH:12][C:10](=[O:11])[C@@H:9]([N:8]([CH3:55])[C:6](=[O:7])[O:5][C:1]([CH3:3])([CH3:4])[CH3:2])[CH3:54])[C:50]([CH3:51])([CH3:52])[CH3:53])[CH2:17]2)=[CH:22][CH:21]=1, predict the reactants needed to synthesize it. The reactants are: [C:1]([O:5][C:6]([N:8]([CH3:55])[C@@H:9]([CH3:54])[C:10]([NH:12][C@@H:13]([C:50]([CH3:53])([CH3:52])[CH3:51])[C:14]([N:16]1[C@H:25]([C:26](=[O:38])[NH:27][C@H:28]2[C:37]3[C:32](=[CH:33][CH:34]=[CH:35][CH:36]=3)[CH2:31][CH2:30][CH2:29]2)[CH2:24][C:23]2[C:18](=[CH:19][C:20]([O:39]CC3C=CC(C(O)=O)=CC=3)=[CH:21][CH:22]=2)[CH2:17]1)=[O:15])=[O:11])=[O:7])([CH3:4])([CH3:3])[CH3:2]. (9) Given the product [CH:39]([O:38][C:36]([N:25]1[CH2:26][CH2:27][CH:22]([O:21][C:16]2[C:17]([N+:18]([O-:20])=[O:19])=[C:12]([NH:11][C:8]3[CH:9]=[CH:10][C:5]([S:2]([CH3:1])(=[O:4])=[O:3])=[CH:6][CH:7]=3)[N:13]=[CH:14][N:15]=2)[CH2:23][CH2:24]1)=[O:37])([CH3:41])[CH3:40], predict the reactants needed to synthesize it. The reactants are: [CH3:1][S:2]([C:5]1[CH:10]=[CH:9][C:8]([NH:11][C:12]2[C:17]([N+:18]([O-:20])=[O:19])=[C:16]([O:21][CH:22]3[CH2:27][CH2:26][NH:25][CH2:24][CH2:23]3)[N:15]=[CH:14][N:13]=2)=[CH:7][CH:6]=1)(=[O:4])=[O:3].C(N(CC)CC)C.Cl[C:36]([O:38][CH:39]([CH3:41])[CH3:40])=[O:37].